Task: Regression. Given a peptide amino acid sequence and an MHC pseudo amino acid sequence, predict their binding affinity value. This is MHC class I binding data.. Dataset: Peptide-MHC class I binding affinity with 185,985 pairs from IEDB/IMGT (1) The peptide sequence is LIPETVPYI. The MHC is HLA-B58:01 with pseudo-sequence HLA-B58:01. The binding affinity (normalized) is 0.144. (2) The peptide sequence is LPPVVAKEI. The MHC is HLA-A02:06 with pseudo-sequence HLA-A02:06. The binding affinity (normalized) is 0.115. (3) The peptide sequence is YQSGLSIVM. The MHC is HLA-B08:01 with pseudo-sequence HLA-B08:01. The binding affinity (normalized) is 0.182. (4) The peptide sequence is SYGNANVSF. The MHC is HLA-A02:01 with pseudo-sequence HLA-A02:01. The binding affinity (normalized) is 0.0847.